From a dataset of Full USPTO retrosynthesis dataset with 1.9M reactions from patents (1976-2016). Predict the reactants needed to synthesize the given product. (1) Given the product [Cl:1][C:2]1[C:35]([C:36]([F:39])([F:38])[F:37])=[CH:34][CH:33]=[CH:32][C:3]=1[CH2:4][N:5]([CH2:18][CH:19]([C:26]1[CH:31]=[CH:30][CH:29]=[CH:28][CH:27]=1)[C:20]1[CH:25]=[CH:24][CH:23]=[CH:22][CH:21]=1)[CH2:6][CH2:7][CH2:8][O:9][C:10]1[CH:17]=[CH:16][C:13]([CH2:14][NH:41][CH3:40])=[CH:12][CH:11]=1, predict the reactants needed to synthesize it. The reactants are: [Cl:1][C:2]1[C:35]([C:36]([F:39])([F:38])[F:37])=[CH:34][CH:33]=[CH:32][C:3]=1[CH2:4][N:5]([CH2:18][CH:19]([C:26]1[CH:31]=[CH:30][CH:29]=[CH:28][CH:27]=1)[C:20]1[CH:25]=[CH:24][CH:23]=[CH:22][CH:21]=1)[CH2:6][CH2:7][CH2:8][O:9][C:10]1[CH:17]=[CH:16][C:13]([CH:14]=O)=[CH:12][CH:11]=1.[CH3:40][NH2:41].[BH-](OC(C)=O)(OC(C)=O)OC(C)=O.[Na+]. (2) Given the product [CH3:1][S:2][C:3]1[N:8]=[C:7]([N:9]2[C:10]3=[CH:18][C:17]([C:19]4[CH:20]=[CH:21][CH:22]=[CH:23][CH:24]=4)=[CH:16][C:15](=[O:25])[N:11]3[CH2:12][CH2:14]2)[CH:6]=[CH:5][N:4]=1, predict the reactants needed to synthesize it. The reactants are: [CH3:1][S:2][C:3]1[N:8]=[C:7]([N:9]2[CH2:14]C[CH2:12][N:11]3[C:15](=[O:25])[CH:16]=[C:17]([C:19]4[CH:24]=[CH:23][CH:22]=[CH:21][CH:20]=4)[CH:18]=[C:10]23)[CH:6]=[CH:5][N:4]=1.C1(C2C=C3NCCN3C(=O)C=2)C=CC=CC=1.CC(C)([O-])C.[Na+].C1C=CC(P(C2C(C3C(P(C4C=CC=CC=4)C4C=CC=CC=4)=CC=C4C=3C=CC=C4)=C3C(C=CC=C3)=CC=2)C2C=CC=CC=2)=CC=1.ClC1C=CN=C(SC)N=1.